Dataset: NCI-60 drug combinations with 297,098 pairs across 59 cell lines. Task: Regression. Given two drug SMILES strings and cell line genomic features, predict the synergy score measuring deviation from expected non-interaction effect. (1) Drug 1: C1CN1C2=NC(=NC(=N2)N3CC3)N4CC4. Drug 2: B(C(CC(C)C)NC(=O)C(CC1=CC=CC=C1)NC(=O)C2=NC=CN=C2)(O)O. Cell line: HOP-92. Synergy scores: CSS=80.1, Synergy_ZIP=-6.43, Synergy_Bliss=-0.905, Synergy_Loewe=-1.97, Synergy_HSA=-0.817. (2) Drug 1: CC1C(C(CC(O1)OC2CC(CC3=C2C(=C4C(=C3O)C(=O)C5=C(C4=O)C(=CC=C5)OC)O)(C(=O)C)O)N)O.Cl. Drug 2: C1CN(CCN1C(=O)CCBr)C(=O)CCBr. Cell line: SF-539. Synergy scores: CSS=16.7, Synergy_ZIP=-4.53, Synergy_Bliss=-1.59, Synergy_Loewe=-29.2, Synergy_HSA=-3.04.